From a dataset of Peptide-MHC class II binding affinity with 134,281 pairs from IEDB. Regression. Given a peptide amino acid sequence and an MHC pseudo amino acid sequence, predict their binding affinity value. This is MHC class II binding data. (1) The peptide sequence is NYLALLVKFVAGDGD. The MHC is HLA-DQA10201-DQB10202 with pseudo-sequence HLA-DQA10201-DQB10202. The binding affinity (normalized) is 0.109. (2) The peptide sequence is AEGLSGEPKGAAESS. The binding affinity (normalized) is 0.219. The MHC is DRB1_0401 with pseudo-sequence DRB1_0401.